From a dataset of Full USPTO retrosynthesis dataset with 1.9M reactions from patents (1976-2016). Predict the reactants needed to synthesize the given product. (1) Given the product [OH:1][C:2]1[CH:3]=[CH:4][C:5]([C:8]2[O:9][C:10]3[C:16]([CH:17]([CH3:18])[CH3:19])=[CH:15][C:14]([OH:20])=[CH:13][C:11]=3[N:12]=2)=[CH:6][CH:7]=1, predict the reactants needed to synthesize it. The reactants are: [OH:1][C:2]1[CH:7]=[CH:6][C:5]([C:8]2[O:9][C:10]3[C:16]([C:17]([CH3:19])=[CH2:18])=[CH:15][C:14]([OH:20])=[CH:13][C:11]=3[N:12]=2)=[CH:4][CH:3]=1. (2) Given the product [C:8]1([C@H:14]([NH:16][CH:5]([CH3:6])[CH2:4][OH:3])[CH3:15])[CH:13]=[CH:12][CH:11]=[CH:10][CH:9]=1, predict the reactants needed to synthesize it. The reactants are: CO.[OH:3][CH2:4][C:5](=O)[CH3:6].[C:8]1([C@H:14]([NH2:16])[CH3:15])[CH:13]=[CH:12][CH:11]=[CH:10][CH:9]=1. (3) Given the product [C:1]([O:5][C:6]([NH:8][C@@H:9]([CH2:13][C:14]1[CH:19]=[CH:18][C:17]([CH:20]2[S:24](=[O:25])(=[O:26])[NH:23][C:22](=[O:27])[CH2:21]2)=[C:16]([F:28])[CH:15]=1)[C:10]([NH:66][CH2:67][CH2:68][CH2:69][CH2:70][CH2:71][O:72][C:73]1[CH:82]=[CH:81][CH:80]=[C:79]([OH:83])[C:74]=1[C:75]([O:77][CH3:78])=[O:76])=[O:11])=[O:7])([CH3:3])([CH3:2])[CH3:4], predict the reactants needed to synthesize it. The reactants are: [C:1]([O:5][C:6]([NH:8][C@@H:9]([CH2:13][C:14]1[CH:19]=[CH:18][C:17]([CH:20]2[S:24](=[O:26])(=[O:25])[NH:23][C:22](=[O:27])[CH2:21]2)=[C:16]([F:28])[CH:15]=1)[C:10](O)=[O:11])=[O:7])([CH3:4])([CH3:3])[CH3:2].F[P-](F)(F)(F)(F)F.N1(O[P+](N(C)C)(N(C)C)N(C)C)C2C=CC=CC=2N=N1.C(N(CC)C(C)C)(C)C.Cl.[NH2:66][CH2:67][CH2:68][CH2:69][CH2:70][CH2:71][O:72][C:73]1[CH:82]=[CH:81][CH:80]=[C:79]([OH:83])[C:74]=1[C:75]([O:77][CH3:78])=[O:76]. (4) Given the product [C:1]([C:5]1[CH:6]=[C:7]([NH:17][C:33]([NH:32][C:29]2[CH:28]=[CH:27][C:26]([O:25][C:23]3[CH:24]=[C:19]([Cl:18])[N:20]=[CH:21][N:22]=3)=[CH:31][CH:30]=2)=[O:34])[N:8]([C:10]2[CH:11]=[CH:12][C:13]([CH3:16])=[CH:14][CH:15]=2)[N:9]=1)([CH3:4])([CH3:3])[CH3:2], predict the reactants needed to synthesize it. The reactants are: [C:1]([C:5]1[CH:6]=[C:7]([NH2:17])[N:8]([C:10]2[CH:15]=[CH:14][C:13]([CH3:16])=[CH:12][CH:11]=2)[N:9]=1)([CH3:4])([CH3:3])[CH3:2].[Cl:18][C:19]1[CH:24]=[C:23]([O:25][C:26]2[CH:31]=[CH:30][C:29]([N:32]=[C:33]=[O:34])=[CH:28][CH:27]=2)[N:22]=[CH:21][N:20]=1.